From a dataset of Catalyst prediction with 721,799 reactions and 888 catalyst types from USPTO. Predict which catalyst facilitates the given reaction. (1) Reactant: C[O:2][C:3](=[O:21])[C:4]1[CH:9]=[CH:8][C:7]([F:10])=[C:6]([O:11][CH2:12][CH2:13][C:14]2[CH:19]=[CH:18][C:17]([Cl:20])=[CH:16][CH:15]=2)[CH:5]=1.O.[OH-].[Na+].Cl. Product: [Cl:20][C:17]1[CH:16]=[CH:15][C:14]([CH2:13][CH2:12][O:11][C:6]2[CH:5]=[C:4]([CH:9]=[CH:8][C:7]=2[F:10])[C:3]([OH:21])=[O:2])=[CH:19][CH:18]=1. The catalyst class is: 12. (2) Reactant: O[CH2:2][CH2:3][CH2:4][CH:5]1[CH2:10][CH2:9][CH2:8][CH2:7][N:6]1[C:11]([O:13][C:14]([CH3:17])([CH3:16])[CH3:15])=[O:12].C1(P(C2C=CC=CC=2)C2C=CC=CC=2)C=CC=CC=1.[Cl:37]CC1CCN(C(OC(C)(C)C)=O)CC1. Product: [Cl:37][CH2:2][CH2:3][CH2:4][CH:5]1[CH2:10][CH2:9][CH2:8][CH2:7][N:6]1[C:11]([O:13][C:14]([CH3:17])([CH3:16])[CH3:15])=[O:12]. The catalyst class is: 53. (3) Reactant: S(O)(O)(=O)=O.[CH3:6][S:7][C:8](=[NH:10])[NH2:9].[F:11][CH:12]([C:17](OC)=[O:18])[C:13](OC)=[O:14].C[O-].[Na+]. Product: [F:11][C:12]1[C:13](=[O:14])[N:10]=[C:8]([S:7][CH3:6])[NH:9][C:17]=1[OH:18]. The catalyst class is: 5. (4) Reactant: [O:1]1[CH2:5][CH2:4][NH:3][C:2]1=[O:6].Br[CH2:8][C:9]([O:11][CH2:12][CH3:13])=[O:10].[H-].[Na+]. Product: [O:6]=[C:2]1[N:3]([CH2:8][C:9]([O:11][CH2:12][CH3:13])=[O:10])[CH2:4][CH2:5][O:1]1. The catalyst class is: 3.